Dataset: NCI-60 drug combinations with 297,098 pairs across 59 cell lines. Task: Regression. Given two drug SMILES strings and cell line genomic features, predict the synergy score measuring deviation from expected non-interaction effect. Synergy scores: CSS=41.9, Synergy_ZIP=-2.16, Synergy_Bliss=4.80, Synergy_Loewe=3.92, Synergy_HSA=4.76. Cell line: SK-MEL-5. Drug 1: CC1C(C(CC(O1)OC2CC(CC3=C2C(=C4C(=C3O)C(=O)C5=C(C4=O)C(=CC=C5)OC)O)(C(=O)CO)O)N)O.Cl. Drug 2: C1=NC2=C(N1)C(=S)N=CN2.